Dataset: Reaction yield outcomes from USPTO patents with 853,638 reactions. Task: Predict the reaction yield, written as a fraction of the theoretical maximum amount of product (1.0 means a 100% yield; for example, 0.34 means a 34% yield). The reactants are Cl[C:2]1[N:7]=[C:6]([NH:8][CH2:9][CH:10]([OH:22])[CH2:11][N:12]2[CH2:21][CH2:20][C:19]3[C:14](=[CH:15][CH:16]=[CH:17][CH:18]=3)[CH2:13]2)[CH:5]=[N:4][CH:3]=1.[CH3:23][N:24]1[C:28]2[CH:29]=[C:30](B3OC(C)(C)C(C)(C)O3)[CH:31]=[CH:32][C:27]=2[N:26]=[CH:25]1.C([O-])([O-])=O.[Cs+].[Cs+]. The catalyst is O1CCOCC1.O. The product is [CH2:13]1[C:14]2[C:19](=[CH:18][CH:17]=[CH:16][CH:15]=2)[CH2:20][CH2:21][N:12]1[CH2:11][CH:10]([OH:22])[CH2:9][NH:8][C:6]1[CH:5]=[N:4][CH:3]=[C:2]([C:30]2[CH:31]=[CH:32][C:27]3[N:26]=[CH:25][N:24]([CH3:23])[C:28]=3[CH:29]=2)[N:7]=1. The yield is 0.130.